From a dataset of Drug-target binding data from BindingDB using Kd measurements. Regression. Given a target protein amino acid sequence and a drug SMILES string, predict the binding affinity score between them. We predict pKd (pKd = -log10(Kd in M); higher means stronger binding). Dataset: bindingdb_kd. (1) The drug is NS(=O)(=O)c1c(F)c(F)c(SCCc2ccccc2)c(F)c1NC1CCCCCCCCCCC1. The target protein (P23280) has sequence MRALVLLLSLFLLGGQAQHVSDWTYSEGALDEAHWPQHYPACGGQRQSPINLQRTKVRYNPSLKGLNMTGYETQAGEFPMVNNGHTVQISLPSTMRMTVADGTVYIAQQMHFHWGGASSEISGSEHTVDGIRHVIEIHIVHYNSKYKSYDIAQDAPDGLAVLAAFVEVKNYPENTYYSNFISHLANIKYPGQRTTLTGLDVQDMLPRNLQHYYTYHGSLTTPPCTENVHWFVLADFVKLSRTQVWKLENSLLDHRNKTIHNDYRRTQPLNHRVVESNFPNQEYTLGSEFQFYLHKIEEILDYLRRALN. The pKd is 3.7. (2) The small molecule is Nc1ncnc2c1ncn2[C@@H]1O[C@H](COP(=O)(O)O)[C@@H](O)[C@H]1O. The target protein (P0A9J4) has sequence MKITVLGCGALGQLWLTALCKQGHEVQGWLRVPQPYCSVNLVETDGSIFNESLTANDPDFLATSDLLLVTLKAWQVSDAVKSLASTLPVTTPILLIHNGMGTIEELQNIQQPLLMGTTTHAARRDGNVIIHVANGITHIGPARQQDGDYSYLADILQTVLPDVAWHNNIRAELWRKLAVNCVINPLTAIWNCPNGELRHHPQEIMQICEEVAAVIEREGHHTSAEDLRDYVMQVIDATAENISSMLQDIRALRHTEIDYINGFLLRRARAHGIAVPENTRLFEMVKRKESEYERIGTGLPRPW. The pKd is 2.3.